Task: Predict the reactants needed to synthesize the given product.. Dataset: Retrosynthesis with 50K atom-mapped reactions and 10 reaction types from USPTO (1) Given the product CCCc1nc(C)c(-c2ccc(OC(C)C)cc2)c(=O)n1Cc1ccc(-c2ccccc2C#N)c(F)c1, predict the reactants needed to synthesize it. The reactants are: CC(C)Oc1ccc(B(O)O)cc1.CCCc1nc(C)c(Br)c(=O)n1Cc1ccc(-c2ccccc2C#N)c(F)c1. (2) Given the product CC(C)(C)OC(=O)N1CCN(c2ccc(N)cc2)CC1, predict the reactants needed to synthesize it. The reactants are: CC(C)(C)OC(=O)N1CCN(c2ccc([N+](=O)[O-])cc2)CC1.